From a dataset of Full USPTO retrosynthesis dataset with 1.9M reactions from patents (1976-2016). Predict the reactants needed to synthesize the given product. Given the product [Cl:19][C:20]1[N:21]=[C:22]([O:1][CH:2]2[CH2:3][CH2:4][N:5]([C:8]([O:10][C:11]([CH3:14])([CH3:13])[CH3:12])=[O:9])[CH2:6][CH2:7]2)[CH:23]=[N:24][CH:25]=1, predict the reactants needed to synthesize it. The reactants are: [OH:1][CH:2]1[CH2:7][CH2:6][N:5]([C:8]([O:10][C:11]([CH3:14])([CH3:13])[CH3:12])=[O:9])[CH2:4][CH2:3]1.[H-].[Na+].[H][H].[Cl:19][C:20]1[CH:25]=[N:24][CH:23]=[C:22](Cl)[N:21]=1.